From a dataset of Full USPTO retrosynthesis dataset with 1.9M reactions from patents (1976-2016). Predict the reactants needed to synthesize the given product. (1) The reactants are: [NH2:1][C:2]1[C:11]([C:12]#[N:13])=[C:10]([NH:14][CH2:15][C:16]2[CH:21]=[CH:20][CH:19]=[CH:18][CH:17]=2)[C:9]2[C:4](=[CH:5][CH:6]=[C:7]([N:22]3[CH2:27][CH2:26][O:25][CH2:24][CH2:23]3)[CH:8]=2)[N:3]=1.[CH3:28][O:29][C:30]1[CH:38]=[CH:37][C:33]([C:34](Cl)=[O:35])=[CH:32][CH:31]=1. Given the product [CH3:28][O:29][C:30]1[CH:38]=[CH:37][C:33]([C:34]([N:1]([C:34](=[O:35])[C:33]2[CH:37]=[CH:38][C:30]([O:29][CH3:28])=[CH:31][CH:32]=2)[C:2]2[C:11]([C:12]#[N:13])=[C:10]([NH:14][CH2:15][C:16]3[CH:17]=[CH:18][CH:19]=[CH:20][CH:21]=3)[C:9]3[C:4](=[CH:5][CH:6]=[C:7]([N:22]4[CH2:23][CH2:24][O:25][CH2:26][CH2:27]4)[CH:8]=3)[N:3]=2)=[O:35])=[CH:32][CH:31]=1, predict the reactants needed to synthesize it. (2) Given the product [F:42][C:43]([F:48])([F:47])[C:44]([OH:46])=[O:45].[Cl:28][C:25]1[CH:26]=[CH:27][C:22]([NH:21][C:19](=[O:20])[C:18]2[CH:29]=[C:30]([I:33])[CH:31]=[CH:32][C:17]=2[NH:16][C:14]([CH:11]2[CH2:10][CH2:9][NH:8][CH2:13][CH2:12]2)=[O:15])=[N:23][CH:24]=1, predict the reactants needed to synthesize it. The reactants are: C(OC([N:8]1[CH2:13][CH2:12][CH:11]([C:14]([NH:16][C:17]2[CH:32]=[CH:31][C:30]([I:33])=[CH:29][C:18]=2[C:19]([NH:21][C:22]2[CH:27]=[CH:26][C:25]([Cl:28])=[CH:24][N:23]=2)=[O:20])=[O:15])[CH2:10][CH2:9]1)=O)(C)(C)C.C1(OC)C=CC=CC=1.[F:42][C:43]([F:48])([F:47])[C:44]([OH:46])=[O:45]. (3) Given the product [CH3:24][C:19]1([CH3:25])[C:20]([CH3:23])([CH3:22])[O:21][B:17]([C:6]2[CH:2]=[CH:3][S:4][C:5]=2[CH3:9])[O:18]1, predict the reactants needed to synthesize it. The reactants are: Br[C:2]1[C:6](C)=[CH:5][S:4][CH:3]=1.[Li][CH2:9]CCC.C(O[B:17]1[O:21][C:20]([CH3:23])([CH3:22])[C:19]([CH3:25])([CH3:24])[O:18]1)(C)C. (4) Given the product [NH2:1][C:2]1[CH:7]=[CH:6][C:5]([C:12]2[N:20]3[C:16](=[N:17][C:18]4[CH:24]=[CH:23][CH:22]=[CH:21][C:19]=43)[C:15]([C:25]#[N:26])=[C:14]([CH3:27])[CH:13]=2)=[CH:4][CH:3]=1, predict the reactants needed to synthesize it. The reactants are: [NH2:1][C:2]1[CH:7]=[CH:6][C:5](B(O)O)=[CH:4][CH:3]=1.Cl[C:12]1[N:20]2[C:16](=[N:17][C:18]3[CH:24]=[CH:23][CH:22]=[CH:21][C:19]=32)[C:15]([C:25]#[N:26])=[C:14]([CH3:27])[CH:13]=1.